Predict the reactants needed to synthesize the given product. From a dataset of Full USPTO retrosynthesis dataset with 1.9M reactions from patents (1976-2016). (1) Given the product [NH2:19][C:6]1[C:7]([Cl:8])=[C:2]([C:15]([OH:17])=[O:16])[N:3]=[C:4]([C:9]2[CH:14]=[CH:13][CH:12]=[CH:11][N:10]=2)[N:5]=1, predict the reactants needed to synthesize it. The reactants are: Cl[C:2]1([C:15]([OH:17])=[O:16])[C:7]([Cl:8])=[CH:6][N:5]=[C:4]([C:9]2[CH:14]=[CH:13][CH:12]=[CH:11][N:10]=2)[NH:3]1.Cl.[NH3:19]. (2) Given the product [Si:1]([N:8]1[C:11](=[O:12])[CH2:10][C@@H:9]1[C:13]([NH:54][C@:46]([C:40]1[CH:41]=[CH:42][C:43]([O:44][CH3:45])=[C:38]([F:37])[CH:39]=1)([C:55]1[CH:60]=[C:59]([O:61][C:62]([F:67])([F:66])[CH:63]([F:65])[F:64])[CH:58]=[C:57]([F:68])[CH:56]=1)[CH2:47][C:48]1[CH:53]=[CH:52][CH:51]=[CH:50][CH:49]=1)=[O:15])([C:4]([CH3:5])([CH3:6])[CH3:7])([CH3:2])[CH3:3], predict the reactants needed to synthesize it. The reactants are: [Si:1]([N:8]1[C:11](=[O:12])[CH2:10][C@@H:9]1[C:13]([OH:15])=O)([C:4]([CH3:7])([CH3:6])[CH3:5])([CH3:3])[CH3:2].ClC(Cl)(OC(=O)OC(Cl)(Cl)Cl)Cl.CC1C=C(C)C=C(C)N=1.[F:37][C:38]1[CH:39]=[C:40]([C@:46]([C:55]2[CH:60]=[C:59]([O:61][C:62]([F:67])([F:66])[CH:63]([F:65])[F:64])[CH:58]=[C:57]([F:68])[CH:56]=2)([NH2:54])[CH2:47][C:48]2[CH:53]=[CH:52][CH:51]=[CH:50][CH:49]=2)[CH:41]=[CH:42][C:43]=1[O:44][CH3:45].C(N(CC)C(C)C)(C)C. (3) Given the product [C:1]([C:3]1[NH:20][C:6]2[CH:7]([C:14]([O:16][CH:17]([CH3:18])[CH3:19])=[O:15])[CH2:8][N:9]([C:26](=[O:27])[C:25]3[CH:29]=[CH:30][CH:31]=[C:23]([C:22]([F:21])([F:32])[F:33])[CH:24]=3)[CH2:10][C:11]([CH3:13])([CH3:12])[C:5]=2[CH:4]=1)#[N:2], predict the reactants needed to synthesize it. The reactants are: [C:1]([C:3]1[NH:20][C:6]2[CH:7]([C:14]([O:16][CH:17]([CH3:19])[CH3:18])=[O:15])[CH2:8][NH:9][CH2:10][C:11]([CH3:13])([CH3:12])[C:5]=2[CH:4]=1)#[N:2].[F:21][C:22]([F:33])([F:32])[C:23]1[CH:24]=[C:25]([CH:29]=[CH:30][CH:31]=1)[C:26](Cl)=[O:27].